Task: Predict the reaction yield, written as a fraction of the theoretical maximum amount of product (1.0 means a 100% yield; for example, 0.34 means a 34% yield).. Dataset: Reaction yield outcomes from USPTO patents with 853,638 reactions (1) The reactants are [I:1][C:2]1[CH:17]=[CH:16][C:5]2[NH:6][C:7]([CH2:12][C:13](O)=[O:14])=[N:8][S:9](=[O:11])(=[O:10])[C:4]=2[CH:3]=1.C([O:21][C:22]([C:24]1[N:25]([NH:29][CH2:30][C:31]2[CH:36]=[CH:35][C:34]([F:37])=[CH:33][CH:32]=2)[CH:26]=[CH:27][CH:28]=1)=O)C=C.[O-]CC.[Na+].C(O)C. The catalyst is ClCCl.CO.CN(C)C=O. The product is [F:37][C:34]1[CH:33]=[CH:32][C:31]([CH2:30][N:29]2[C:13](=[O:14])[C:12]([C:7]3[NH:6][C:5]4[CH:16]=[CH:17][C:2]([I:1])=[CH:3][C:4]=4[S:9](=[O:11])(=[O:10])[N:8]=3)=[C:22]([OH:21])[C:24]3=[CH:28][CH:27]=[CH:26][N:25]23)=[CH:36][CH:35]=1. The yield is 0.640. (2) The reactants are [CH2:1]([O:8][C:9]1[CH:14]=[CH:13][C:12]([C@@H:15]2[CH2:20][CH2:19][N:18](C(OC(C)(C)C)=O)[CH2:17][C@H:16]2[F:28])=[CH:11][CH:10]=1)[C:2]1[CH:7]=[CH:6][CH:5]=[CH:4][CH:3]=1.[ClH:29]. The catalyst is O1CCOCC1. The product is [ClH:29].[CH2:1]([O:8][C:9]1[CH:14]=[CH:13][C:12]([C@@H:15]2[CH2:20][CH2:19][NH:18][CH2:17][C@H:16]2[F:28])=[CH:11][CH:10]=1)[C:2]1[CH:3]=[CH:4][CH:5]=[CH:6][CH:7]=1. The yield is 0.880. (3) The yield is 0.830. The catalyst is CN(C=O)C.[O-]S([O-])(=S)=O.[Na+].[Na+]. The product is [I:12][C:3]1[C:4]2[CH2:5][CH2:6][CH2:7][CH2:8][C:9]=2[NH:1][N:2]=1. The reactants are [NH:1]1[C:9]2[CH2:8][CH2:7][CH2:6][CH2:5][C:4]=2[CH:3]=[N:2]1.[OH-].[K+].[I:12]I. (4) The reactants are [Cl:1][C:2]1[N:10](CC=C)[C:9]2[C:8](=[O:14])[N:7]([CH3:15])[C:6](=[O:16])[NH:5][C:4]=2[N:3]=1.C(=O)([O-])[O-].[Na+].[Na+].[CH2:23](I)[CH3:24].N1CCOCC1. The catalyst is CN(C=O)C.CCOC(C)=O.C1C=CC([P]([Pd]([P](C2C=CC=CC=2)(C2C=CC=CC=2)C2C=CC=CC=2)([P](C2C=CC=CC=2)(C2C=CC=CC=2)C2C=CC=CC=2)[P](C2C=CC=CC=2)(C2C=CC=CC=2)C2C=CC=CC=2)(C2C=CC=CC=2)C2C=CC=CC=2)=CC=1. The product is [Cl:1][C:2]1[NH:10][C:9]2[C:8](=[O:14])[N:7]([CH3:15])[C:6](=[O:16])[N:5]([CH2:23][CH3:24])[C:4]=2[N:3]=1. The yield is 0.700. (5) The reactants are Br[C:2]1[CH:19]=[C:18]([Cl:20])[C:5]([CH2:6][N:7]2[CH2:11][CH2:10][C:9]3([CH2:16][CH2:15][CH2:14][CH2:13][CH2:12]3)[C:8]2=[O:17])=[C:4]([Cl:21])[CH:3]=1.[CH3:22][O:23][C:24]([C:26]1[CH:31]=[CH:30][C:29](B(O)O)=[CH:28][CH:27]=1)=[O:25]. The catalyst is C1(C)C=CC=CC=1.C(=O)([O-])[O-].[Na+].[Na+].C(OCC)(=O)C.C1C=CC([P]([Pd]([P](C2C=CC=CC=2)(C2C=CC=CC=2)C2C=CC=CC=2)([P](C2C=CC=CC=2)(C2C=CC=CC=2)C2C=CC=CC=2)[P](C2C=CC=CC=2)(C2C=CC=CC=2)C2C=CC=CC=2)(C2C=CC=CC=2)C2C=CC=CC=2)=CC=1. The product is [CH3:22][O:23][C:24]([C:26]1[CH:31]=[CH:30][C:29]([C:2]2[CH:19]=[C:18]([Cl:20])[C:5]([CH2:6][N:7]3[CH2:11][CH2:10][C:9]4([CH2:16][CH2:15][CH2:14][CH2:13][CH2:12]4)[C:8]3=[O:17])=[C:4]([Cl:21])[CH:3]=2)=[CH:28][CH:27]=1)=[O:25]. The yield is 0.640. (6) The reactants are [Cl:1][C:2]1[CH:3]=[CH:4][C:5]2[CH2:11][N:10]([C@@H:12]3[CH2:16][CH2:15][NH:14][CH2:13]3)[CH2:9][C:8](=[O:17])[NH:7][C:6]=2[CH:18]=1.C([O-])([O-])=O.[K+].[K+].Br[CH2:26][CH2:27][CH:28]=[C:29]1[C:35]2[CH:36]=[CH:37][CH:38]=[N:39][C:34]=2[CH2:33][O:32][C:31]2[CH:40]=[CH:41][C:42]([C:44]([OH:47])([CH3:46])[CH3:45])=[CH:43][C:30]1=2. The catalyst is C(#N)C.O. The yield is 0.280. The product is [Cl:1][C:2]1[CH:3]=[CH:4][C:5]2[CH2:11][N:10]([C@@H:12]3[CH2:16][CH2:15][N:14]([CH2:26][CH2:27][CH:28]=[C:29]4[C:35]5[CH:36]=[CH:37][CH:38]=[N:39][C:34]=5[CH2:33][O:32][C:31]5[CH:40]=[CH:41][C:42]([C:44]([OH:47])([CH3:46])[CH3:45])=[CH:43][C:30]4=5)[CH2:13]3)[CH2:9][C:8](=[O:17])[NH:7][C:6]=2[CH:18]=1. (7) The reactants are C(O[C:4]([C:6]1[CH:7]=[C:8]2[C:12](=[CH:13][CH:14]=1)[NH:11][N:10]=[C:9]2[C:15]1[CH:24]=[CH:23][C:22]2[C:17](=[CH:18][CH:19]=[C:20]([O:25][CH2:26][CH:27]3[CH2:32][N:31]([CH3:33])[CH2:30][CH2:29][N:28]3[CH3:34])[CH:21]=2)[CH:16]=1)=[NH:5])C.[CH3:35][CH:36]([CH3:42])[CH2:37][C:38]([NH:40][NH2:41])=O.C(N(CC)CC)C. The catalyst is CO. The product is [CH3:34][N:28]1[CH2:29][CH2:30][N:31]([CH3:33])[CH2:32][CH:27]1[CH2:26][O:25][C:20]1[CH:21]=[C:22]2[C:17](=[CH:18][CH:19]=1)[CH:16]=[C:15]([C:9]1[C:8]3[C:12](=[CH:13][CH:14]=[C:6]([C:4]4[N:5]=[C:38]([CH2:37][CH:36]([CH3:42])[CH3:35])[NH:40][N:41]=4)[CH:7]=3)[NH:11][N:10]=1)[CH:24]=[CH:23]2. The yield is 0.230.